This data is from Forward reaction prediction with 1.9M reactions from USPTO patents (1976-2016). The task is: Predict the product of the given reaction. (1) Given the reactants C(OC(=O)[NH:10][C:11]1[CH:16]=[CH:15][C:14]([CH2:17][NH:18][C:19]2[N:28]=[C:27]([N:29]([CH3:31])[CH3:30])[C:26]3[C:21](=[CH:22][CH:23]=[CH:24][CH:25]=3)[N:20]=2)=[CH:13][CH:12]=1)C1C=CC=CC=1.[Br:33][C:34]1[CH:39]=[CH:38][C:37]([S:40](Cl)(=[O:42])=[O:41])=[C:36]([O:44][C:45]([F:48])([F:47])[F:46])[CH:35]=1, predict the reaction product. The product is: [Br:33][C:34]1[CH:39]=[CH:38][C:37]([S:40]([NH:10][C:11]2[CH:16]=[CH:15][C:14]([CH2:17][NH:18][C:19]3[N:28]=[C:27]([N:29]([CH3:31])[CH3:30])[C:26]4[C:21](=[CH:22][CH:23]=[CH:24][CH:25]=4)[N:20]=3)=[CH:13][CH:12]=2)(=[O:42])=[O:41])=[C:36]([O:44][C:45]([F:47])([F:46])[F:48])[CH:35]=1. (2) Given the reactants [N:1]1(C(OCC2C=CC=CC=2)=O)[CH2:6][CH2:5][NH:4][CH2:3][CH2:2]1.[CH3:17][C:18](C)=[O:19].[C:21](O[BH-](OC(=O)C)OC(=O)C)(=O)C.[Na+], predict the reaction product. The product is: [CH:3]([N:4]1[CH2:5][CH2:6][NH:1][C:18](=[O:19])[CH2:17]1)([CH3:21])[CH3:2]. (3) Given the reactants Cl[C:2]1[N:11]=[C:10]([NH:12][CH2:13][CH:14]2[CH2:19][N:18]([C:20]([O:22][C:23]([CH3:26])([CH3:25])[CH3:24])=[O:21])[CH2:17][C:16]([F:28])([F:27])[CH2:15]2)[C:9]2[C:4](=[N:5][CH:6]=[CH:7][N:8]=2)[CH:3]=1.[O:29]1[CH2:34][CH2:33][N:32]([C:35]2[CH:40]=[CH:39][C:38](B(O)O)=[CH:37][CH:36]=2)[CH2:31][CH2:30]1.C1(P(C2CCCCC2)C2CCCCC2)CCCCC1.C([O-])([O-])=O.[Cs+].[Cs+], predict the reaction product. The product is: [F:27][C:16]1([F:28])[CH2:15][CH:14]([CH2:13][NH:12][C:10]2[C:9]3[C:4](=[N:5][CH:6]=[CH:7][N:8]=3)[CH:3]=[C:2]([C:38]3[CH:37]=[CH:36][C:35]([N:32]4[CH2:31][CH2:30][O:29][CH2:34][CH2:33]4)=[CH:40][CH:39]=3)[N:11]=2)[CH2:19][N:18]([C:20]([O:22][C:23]([CH3:26])([CH3:25])[CH3:24])=[O:21])[CH2:17]1. (4) Given the reactants [Cl:1][C:2]1[CH:8]=[CH:7][C:5]([NH2:6])=[CH:4][C:3]=1[C:9]1[CH:14]=[CH:13][CH:12]=[CH:11][N:10]=1.[C:15]([O:19][C:20]([NH:22][CH2:23][C:24]1[CH:32]=[CH:31][C:27]([C:28](O)=[O:29])=[CH:26][CH:25]=1)=[O:21])([CH3:18])([CH3:17])[CH3:16], predict the reaction product. The product is: [Cl:1][C:2]1[CH:8]=[CH:7][C:5]([NH:6][C:28]([C:27]2[CH:26]=[CH:25][C:24]([CH2:23][NH:22][C:20](=[O:21])[O:19][C:15]([CH3:16])([CH3:17])[CH3:18])=[CH:32][CH:31]=2)=[O:29])=[CH:4][C:3]=1[C:9]1[CH:14]=[CH:13][CH:12]=[CH:11][N:10]=1.